This data is from Full USPTO retrosynthesis dataset with 1.9M reactions from patents (1976-2016). The task is: Predict the reactants needed to synthesize the given product. (1) Given the product [C:50]1([N:49]([C:43]2[CH:44]=[CH:45][CH:46]=[CH:47][CH:48]=2)[C:63]2[CH:68]=[CH:67][C:66]([C:69]([CH3:73])([CH3:72])[C:70]#[N:71])=[CH:65][CH:64]=2)[CH:51]=[CH:52][CH:53]=[CH:54][CH:55]=1, predict the reactants needed to synthesize it. The reactants are: C1(P(C2C=CC=CC=2)C2C3OC4C(=CC=CC=4P(C4C=CC=CC=4)C4C=CC=CC=4)C(C)(C)C=3C=CC=2)C=CC=CC=1.[C:43]1([NH:49][C:50]2[CH:55]=[CH:54][CH:53]=[CH:52][CH:51]=2)[CH:48]=[CH:47][CH:46]=[CH:45][CH:44]=1.CC(C)([O-])C.[Na+].I[C:63]1[CH:68]=[CH:67][C:66]([C:69]([CH3:73])([CH3:72])[C:70]#[N:71])=[CH:65][CH:64]=1. (2) Given the product [C:1]([CH:5]([CH:9]1[C:15]2[CH:16]=[CH:17][CH:18]=[CH:19][C:14]=2[N:13]([CH2:20][CH:21]=[O:22])[C:12](=[O:23])[CH2:11][CH2:10]1)[C:6]([OH:8])=[O:7])([CH3:4])([CH3:2])[CH3:3], predict the reactants needed to synthesize it. The reactants are: [C:1]([CH:5]([C:9]1[CH2:10][CH2:11][C:12](=[O:23])[N:13]([CH2:20][CH2:21][OH:22])[C:14]2[C:15]=1[CH2:16][CH:17]=[CH:18][CH:19]=2)[C:6]([OH:8])=[O:7])([CH3:4])([CH3:3])[CH3:2].C(Cl)(=O)C(Cl)=O.CS(C)=O.C(N(CC)CC)C. (3) Given the product [F:23][C:24]1[CH:25]=[CH:26][C:27]([C:28](/[N:30]=[C:31]2/[N:10]([C@H:11]3[CH2:12][CH2:13][C@@H:14]([C:17](=[O:18])[NH:19][CH:20]([CH3:22])[CH3:21])[CH2:15][CH2:16]3)[C:3]3[CH:4]=[C:5]([O:8][CH3:9])[N:6]=[CH:7][C:2]=3[NH:1]/2)=[O:29])=[CH:33][CH:34]=1, predict the reactants needed to synthesize it. The reactants are: [NH2:1][C:2]1[C:3]([NH:10][C@@H:11]2[CH2:16][CH2:15][C@H:14]([C:17]([NH:19][CH:20]([CH3:22])[CH3:21])=[O:18])[CH2:13][CH2:12]2)=[CH:4][C:5]([O:8][CH3:9])=[N:6][CH:7]=1.[F:23][C:24]1[CH:34]=[CH:33][C:27]([C:28]([N:30]=[C:31]=S)=[O:29])=[CH:26][CH:25]=1.C(Cl)CCl.CCN(C(C)C)C(C)C. (4) The reactants are: [CH3:1][NH:2][C:3]([N:5]1[C:13]2[C:8](=[CH:9][C:10]([O:14][C:15]3[CH:20]=[CH:19][N:18]=[C:17]4[CH:21]=[C:22]([C:24]([N:26]5[CH2:30][CH:29]([O:31][CH3:32])[CH2:28][CH:27]5[C:33](C)(C)[O:34][SiH2]C(C)(C)C)=[O:25])[S:23][C:16]=34)=[CH:11][CH:12]=2)[CH:7]=[C:6]1[CH3:42])=[O:4].C(O)(C(F)(F)F)=O. Given the product [CH3:1][NH:2][C:3]([N:5]1[C:13]2[C:8](=[CH:9][C:10]([O:14][C:15]3[CH:20]=[CH:19][N:18]=[C:17]4[CH:21]=[C:22]([C:24]([N:26]5[CH2:30][CH:29]([O:31][CH3:32])[CH2:28][CH:27]5[CH2:33][OH:34])=[O:25])[S:23][C:16]=34)=[CH:11][CH:12]=2)[CH:7]=[C:6]1[CH3:42])=[O:4], predict the reactants needed to synthesize it. (5) Given the product [Cl:1][C:2]1[CH:3]=[CH:4][C:5]([NH:8][C:9]([C:11]2[CH:16]=[C:15]([Cl:17])[CH:14]=[CH:13][C:12]=2[NH:18][C:19]([C:21]2[CH:26]=[CH:25][C:24]([S:27]([CH3:30])(=[N:29][C:39](=[O:40])[CH2:38][Cl:37])=[O:28])=[CH:23][CH:22]=2)=[O:20])=[O:10])=[N:6][CH:7]=1, predict the reactants needed to synthesize it. The reactants are: [Cl:1][C:2]1[CH:3]=[CH:4][C:5]([NH:8][C:9]([C:11]2[CH:16]=[C:15]([Cl:17])[CH:14]=[CH:13][C:12]=2[NH:18][C:19]([C:21]2[CH:26]=[CH:25][C:24]([S:27]([CH3:30])(=[NH:29])=[O:28])=[CH:23][CH:22]=2)=[O:20])=[O:10])=[N:6][CH:7]=1.N1C=CC=CC=1.[Cl:37][CH2:38][C:39](Cl)=[O:40]. (6) Given the product [CH:13]([N:12]1[CH2:11][CH2:10][CH2:5][C:16]1=[O:3])=[CH2:14].[CH:5]1[C:10]([CH2:11][N:12]2[CH2:13][CH2:14][NH:15]/[C:16]/2=[N:17]\[N+:18]([O-:20])=[O:19])=[CH:9][N:8]=[C:7]([Cl:21])[CH:6]=1, predict the reactants needed to synthesize it. The reactants are: CS(C)=[O:3].[CH:5]1[C:10]([CH2:11][N:12]2[CH2:13][CH2:14][NH:15]/[C:16]/2=[N:17]\[N+:18]([O-:20])=[O:19])=[CH:9][N:8]=[C:7]([Cl:21])[CH:6]=1.